Dataset: Forward reaction prediction with 1.9M reactions from USPTO patents (1976-2016). Task: Predict the product of the given reaction. (1) Given the reactants [CH3:1][C:2]1[C:3]([N:9]2[CH2:14][CH2:13][N:12]([C:15]([C:17]3[CH:22]=[CH:21][C:20]([N:23]4[C@@H:27]([CH2:28][O:29][CH3:30])[CH2:26][CH2:25][C:24]4=[O:31])=[CH:19][CH:18]=3)=[O:16])[CH2:11][CH2:10]2)=[N:4][CH:5]=[C:6]([CH3:8])[CH:7]=1.[ClH:32].C(OCC)(=O)C, predict the reaction product. The product is: [ClH:32].[CH3:1][C:2]1[C:3]([N:9]2[CH2:10][CH2:11][N:12]([C:15]([C:17]3[CH:18]=[CH:19][C:20]([N:23]4[C@@H:27]([CH2:28][O:29][CH3:30])[CH2:26][CH2:25][C:24]4=[O:31])=[CH:21][CH:22]=3)=[O:16])[CH2:13][CH2:14]2)=[N:4][CH:5]=[C:6]([CH3:8])[CH:7]=1. (2) Given the reactants C([O:3][C:4](=[O:32])[C:5]1[CH:10]=[C:9]([N:11]2[C:15]([CH3:16])=[CH:14][CH:13]=[C:12]2[C:17]2[CH:22]=[C:21]([Cl:23])[CH:20]=[CH:19][C:18]=2[O:24][CH2:25][C:26]2[CH:31]=[CH:30][CH:29]=[CH:28][CH:27]=2)[CH:8]=[N:7][CH:6]=1)C.C(O)C, predict the reaction product. The product is: [Cl:23][C:21]1[CH:20]=[CH:19][C:18]([O:24][CH2:25][C:26]2[CH:27]=[CH:28][CH:29]=[CH:30][CH:31]=2)=[C:17]([C:12]2[N:11]([C:9]3[CH:8]=[N:7][CH:6]=[C:5]([CH:10]=3)[C:4]([OH:32])=[O:3])[C:15]([CH3:16])=[CH:14][CH:13]=2)[CH:22]=1. (3) Given the reactants [NH2:1][C:2]1[CH:3]=[CH:4][C:5]2[S:9][N:8]=[C:7]([Cl:10])[C:6]=2[CH:11]=1.CN(C)[C:14]1[O:15][C:16](=[O:24])[CH:17]=[C:18]([C:20]([F:23])([F:22])[F:21])[N:19]=1, predict the reaction product. The product is: [Cl:10][C:7]1[C:6]2[CH:11]=[C:2]([N:1]3[C:16](=[O:24])[CH:17]=[C:18]([C:20]([F:23])([F:22])[F:21])[NH:19][C:14]3=[O:15])[CH:3]=[CH:4][C:5]=2[S:9][N:8]=1. (4) Given the reactants [NH:1]1[CH:5]=[CH:4][C:3]([CH:6]([C:8]2[CH:17]=[CH:16][C:11]3[NH:12][C:13](=[O:15])[S:14][C:10]=3[CH:9]=2)[CH3:7])=[N:2]1.CC(C)([O-])C.[Li+].F[C:25]1[N:30]=[CH:29][C:28]([CH2:31][C:32]([CH3:35])([OH:34])[CH3:33])=[CH:27][CH:26]=1, predict the reaction product. The product is: [OH:34][C:32]([CH3:35])([CH3:33])[CH2:31][C:28]1[CH:27]=[CH:26][C:25]([N:1]2[CH:5]=[CH:4][C:3]([CH:6]([C:8]3[CH:17]=[CH:16][C:11]4[NH:12][C:13](=[O:15])[S:14][C:10]=4[CH:9]=3)[CH3:7])=[N:2]2)=[N:30][CH:29]=1. (5) Given the reactants [Cl:1][C:2]1[CH:14]=[CH:13][C:12]([CH3:15])=[CH:11][C:3]=1[O:4][C@@H:5]([CH3:10])[C:6]([O:8][CH3:9])=[O:7].C1C(=O)N([Br:23])C(=O)C1.CC(N=NC(C#N)(C)C)(C#N)C, predict the reaction product. The product is: [Br:23][CH2:15][C:12]1[CH:13]=[CH:14][C:2]([Cl:1])=[C:3]([CH:11]=1)[O:4][C@@H:5]([CH3:10])[C:6]([O:8][CH3:9])=[O:7]. (6) Given the reactants Cl[C:2]1[N:7]=[C:6]([C:8]2[S:12][C:11]([C:13]([CH3:16])([CH3:15])[CH3:14])=[N:10][C:9]=2[C:17]2[CH:18]=[CH:19][C:20]([F:35])=[C:21]([NH:23][S:24]([C:27]3[C:32]([F:33])=[CH:31][CH:30]=[CH:29][C:28]=3[F:34])(=[O:26])=[O:25])[CH:22]=2)[CH:5]=[CH:4][N:3]=1.[NH2:36][CH2:37][CH2:38][S:39]([CH3:42])(=[O:41])=[O:40], predict the reaction product. The product is: [CH3:14][C:13]([C:11]1[S:12][C:8]([C:6]2[CH:5]=[CH:4][N:3]=[C:2]([NH:36][CH2:37][CH2:38][S:39]([CH3:42])(=[O:41])=[O:40])[N:7]=2)=[C:9]([C:17]2[CH:18]=[CH:19][C:20]([F:35])=[C:21]([NH:23][S:24]([C:27]3[C:32]([F:33])=[CH:31][CH:30]=[CH:29][C:28]=3[F:34])(=[O:26])=[O:25])[CH:22]=2)[N:10]=1)([CH3:16])[CH3:15]. (7) Given the reactants [CH3:1][C:2]1([CH3:23])[O:6][C@@H:5]2[C@@H:7]([CH2:20][NH:21][CH3:22])[O:8][C@@H:9]([N:10]3[CH:18]=[N:17][C:16]4[C:11]3=[N:12][CH:13]=[N:14][C:15]=4[NH2:19])[C@@H:4]2[O:3]1.O=[C:25]1[CH2:28][CH:27]([NH:29][C:30](=[O:39])[O:31][CH2:32][C:33]2[CH:38]=[CH:37][CH:36]=[CH:35][CH:34]=2)[CH2:26]1.[BH3-]C#N.[Na+], predict the reaction product. The product is: [NH2:19][C:15]1[N:14]=[CH:13][N:12]=[C:11]2[C:16]=1[N:17]=[CH:18][N:10]2[C@H:9]1[C@@H:4]2[O:3][C:2]([CH3:1])([CH3:23])[O:6][C@@H:5]2[C@@H:7]([CH2:20][N:21]([CH3:22])[CH:25]2[CH2:28][CH:27]([NH:29][C:30](=[O:39])[O:31][CH2:32][C:33]3[CH:38]=[CH:37][CH:36]=[CH:35][CH:34]=3)[CH2:26]2)[O:8]1.